Dataset: Reaction yield outcomes from USPTO patents with 853,638 reactions. Task: Predict the reaction yield, written as a fraction of the theoretical maximum amount of product (1.0 means a 100% yield; for example, 0.34 means a 34% yield). (1) The reactants are Br[C:2]1[CH:3]=[C:4]([C:8]2([C:18]3[CH:23]=[C:22]([CH3:24])[C:21]([O:25][CH:26]([F:28])[F:27])=[C:20]([CH:29]4[CH2:31][CH2:30]4)[CH:19]=3)[C:16]3[C:11](=[N:12][CH:13]=[CH:14][CH:15]=3)[C:10]([NH2:17])=[N:9]2)[CH:5]=[CH:6][CH:7]=1. The catalyst is [Pd].CO. The product is [CH:29]1([C:20]2[CH:19]=[C:18]([C:8]3([C:4]4[CH:5]=[CH:6][CH:7]=[CH:2][CH:3]=4)[C:16]4[C:11](=[N:12][CH:13]=[CH:14][CH:15]=4)[C:10]([NH2:17])=[N:9]3)[CH:23]=[C:22]([CH3:24])[C:21]=2[O:25][CH:26]([F:28])[F:27])[CH2:31][CH2:30]1. The yield is 0.760. (2) The reactants are [C:1]1([NH:7][C:8]2[CH:13]=[CH:12][CH:11]=[CH:10][C:9]=2[NH:14][C:15]([C:17]2[CH:26]=[CH:25][C:20]([C:21]([O:23][CH3:24])=[O:22])=[CH:19][CH:18]=2)=[O:16])[CH:6]=[CH:5][CH:4]=[CH:3][CH:2]=1.[CH2:27]([Sn](Cl)(Cl)CCCC)[CH2:28]CC.C(=O)C.C1([SiH3])C=CC=CC=1. The catalyst is C1COCC1. The product is [CH2:27]([N:7]([C:1]1[CH:2]=[CH:3][CH:4]=[CH:5][CH:6]=1)[C:8]1[CH:13]=[CH:12][CH:11]=[CH:10][C:9]=1[NH:14][C:15]([C:17]1[CH:18]=[CH:19][C:20]([C:21]([O:23][CH3:24])=[O:22])=[CH:25][CH:26]=1)=[O:16])[CH3:28]. The yield is 1.00. (3) The reactants are [NH2:1][CH2:2][C:3]1([CH3:10])[NH:7][C:6](=[O:8])[NH:5][C:4]1=[O:9].[CH3:11][C:12]1[CH:21]=[C:20]([CH2:22][O:23][C:24]2[CH:29]=[CH:28][C:27]([CH2:30][C:31](O)=[O:32])=[CH:26][CH:25]=2)[C:19]2[C:14](=[CH:15][CH:16]=[CH:17][CH:18]=2)[N:13]=1.N1CC(=O)NC1=O.C(O)(C(F)(F)F)=O. No catalyst specified. The product is [CH3:10][C:3]1([CH2:2][NH:1][C:31](=[O:32])[CH2:30][C:27]2[CH:28]=[CH:29][C:24]([O:23][CH2:22][C:20]3[C:19]4[C:14](=[CH:15][CH:16]=[CH:17][CH:18]=4)[N:13]=[C:12]([CH3:11])[CH:21]=3)=[CH:25][CH:26]=2)[C:4](=[O:9])[NH:5][C:6](=[O:8])[NH:7]1. The yield is 0.240. (4) The reactants are I[C:2]1[CH:19]=[CH:18][CH:17]=[CH:16][C:3]=1[CH2:4][CH2:5][C:6]1[NH:10][N:9]=[C:8]([C:11]([O:13][CH2:14][CH3:15])=[O:12])[CH:7]=1.C(=O)([O-])[O-].[K+].[K+].CNCCNC. The catalyst is C1(C)C=CC=CC=1.[Cu]I. The product is [N:9]1[N:10]2[C:16]3[C:3]([CH2:4][CH2:5][C:6]2=[CH:7][C:8]=1[C:11]([O:13][CH2:14][CH3:15])=[O:12])=[CH:2][CH:19]=[CH:18][CH:17]=3. The yield is 0.900. (5) The product is [C:28]([C:25]1([C:21]2[CH:20]=[C:19]([CH:24]=[CH:23][CH:22]=2)[C:18]([NH:17][C:13]2[CH:12]=[C:11]([CH:16]=[CH:15][CH:14]=2)[O:10][C:7]2[CH:8]=[CH:9][C:4]3[N:5]([CH:31]=[C:2]([NH:1][C:38](=[O:39])[C:37]4[CH:41]=[CH:42][C:34]([C:33]([F:44])([F:32])[F:43])=[N:35][CH:36]=4)[N:3]=3)[N:6]=2)=[O:30])[CH2:27][CH2:26]1)#[N:29]. The catalyst is CN(C)C=O.CN(C)C(=O)C. The reactants are [NH2:1][C:2]1[N:3]=[C:4]2[CH:9]=[CH:8][C:7]([O:10][C:11]3[CH:12]=[C:13]([NH:17][C:18](=[O:30])[C:19]4[CH:24]=[CH:23][CH:22]=[C:21]([C:25]5([C:28]#[N:29])[CH2:27][CH2:26]5)[CH:20]=4)[CH:14]=[CH:15][CH:16]=3)=[N:6][N:5]2[CH:31]=1.[F:32][C:33]([F:44])([F:43])[C:34]1[CH:42]=[CH:41][C:37]([C:38](O)=[O:39])=[CH:36][N:35]=1.C(Cl)(=O)C(Cl)=O.O1CCCC1. The yield is 0.270. (6) The reactants are Cl[C:2]1[CH:7]=[C:6]([C:8]2[CH:13]=[CH:12][CH:11]=[C:10]([Cl:14])[CH:9]=2)[N:5]=[C:4]2[CH2:15][CH2:16][CH2:17][C:3]=12.[CH3:18][C:19]([C:25]1[CH:30]=[CH:29][C:28]([CH2:31]B2OC(C)(C)C(C)(C)O2)=[CH:27][CH:26]=1)([CH3:24])[C:20]([O:22][CH3:23])=[O:21].C([O-])([O-])=O.[Na+].[Na+].O1CCOCC1. The catalyst is C1C=CC(P(C2C=CC=CC=2)[C-]2C=CC=C2)=CC=1.C1C=CC(P(C2C=CC=CC=2)[C-]2C=CC=C2)=CC=1.Cl[Pd]Cl.[Fe+2].O. The product is [Cl:14][C:10]1[CH:9]=[C:8]([C:6]2[N:5]=[C:4]3[CH2:15][CH2:16][CH2:17][C:3]3=[C:2]([CH2:31][C:28]3[CH:27]=[CH:26][C:25]([C:19]([CH3:24])([CH3:18])[C:20]([O:22][CH3:23])=[O:21])=[CH:30][CH:29]=3)[CH:7]=2)[CH:13]=[CH:12][CH:11]=1. The yield is 0.420.